From a dataset of Full USPTO retrosynthesis dataset with 1.9M reactions from patents (1976-2016). Predict the reactants needed to synthesize the given product. (1) Given the product [CH2:9]([NH:11][S:5]([CH2:4][CH2:3][CH2:2][Cl:1])(=[O:7])=[O:6])[CH3:10], predict the reactants needed to synthesize it. The reactants are: [Cl:1][CH2:2][CH2:3][CH2:4][S:5](Cl)(=[O:7])=[O:6].[CH2:9]([NH2:11])[CH3:10]. (2) Given the product [C:1]([O:4][CH2:5][C@@H:6]1[CH2:9][CH2:8][C@H:7]1[C@H:10]([N:12]1[C:16]2[CH:17]=[CH:18][CH:19]=[CH:20][C:15]=2[N:14]=[N:13]1)[OH:11])(=[O:3])[CH3:2], predict the reactants needed to synthesize it. The reactants are: [C:1]([O:4][CH2:5][C@@H:6]1[CH2:9][CH2:8][C@H:7]1[CH:10]=[O:11])(=[O:3])[CH3:2].[NH:12]1[C:16]2[CH:17]=[CH:18][CH:19]=[CH:20][C:15]=2[N:14]=[N:13]1.CCCCCCC. (3) Given the product [OH:10][CH2:9][CH2:8][O:7][CH2:6][N:5]1[C:4]2[N:11]=[C:12]3[N:13]([CH:20]=[C:21]([C:23]4[CH:28]=[CH:27][C:26]([Cl:29])=[CH:25][CH:24]=4)[NH:16]3)[C:14](=[O:15])[C:3]=2[N:2]=[CH:1]1, predict the reactants needed to synthesize it. The reactants are: [CH:1]1[N:5]([CH2:6][O:7][CH2:8][CH2:9][OH:10])[C:4]2[N:11]=[C:12]([NH2:16])[N:13]=[C:14]([OH:15])[C:3]=2[N:2]=1.[H-].[Na+].Br[CH2:20][C:21]([C:23]1[CH:28]=[CH:27][C:26]([Cl:29])=[CH:25][CH:24]=1)=O.N.